Dataset: Full USPTO retrosynthesis dataset with 1.9M reactions from patents (1976-2016). Task: Predict the reactants needed to synthesize the given product. (1) Given the product [NH2:28][CH2:27][C:24]1[N:23]=[CH:22][C:21]([C:18]2[CH:17]=[CH:16][C:15]([C@@H:13]([OH:14])[C@H:12]([NH:11][C:9](=[O:10])[CH:8]([Cl:31])[Cl:7])[CH2:29][F:30])=[CH:20][CH:19]=2)=[CH:26][CH:25]=1, predict the reactants needed to synthesize it. The reactants are: [H-].[Al+3].[Li+].[H-].[H-].[H-].[Cl:7][CH:8]([Cl:31])[C:9]([NH:11][C@H:12]([CH2:29][F:30])[C@@H:13]([C:15]1[CH:20]=[CH:19][C:18]([C:21]2[CH:22]=[N:23][C:24]([C:27]#[N:28])=[CH:25][CH:26]=2)=[CH:17][CH:16]=1)[OH:14])=[O:10]. (2) Given the product [Cl:10][C:8]1[C:7]([CH3:11])=[C:6]([CH:12]2[CH2:13][CH2:14][N:15]([C:18]([O:20][C:21]([CH3:24])([CH3:23])[CH3:22])=[O:19])[CH2:16][CH2:17]2)[C:5]([O:25][CH3:26])=[C:4]([CH:1]([OH:3])[CH3:2])[CH:9]=1, predict the reactants needed to synthesize it. The reactants are: [C:1]([C:4]1[C:5]([O:25][CH3:26])=[C:6]([CH:12]2[CH2:17][CH2:16][N:15]([C:18]([O:20][C:21]([CH3:24])([CH3:23])[CH3:22])=[O:19])[CH2:14][CH2:13]2)[C:7]([CH3:11])=[C:8]([Cl:10])[CH:9]=1)(=[O:3])[CH3:2].[BH4-].[Na+].